This data is from Full USPTO retrosynthesis dataset with 1.9M reactions from patents (1976-2016). The task is: Predict the reactants needed to synthesize the given product. (1) Given the product [Cl:17][C:12]1[N:13]=[CH:14][C:15]2[C:2]([CH3:3])=[CH:1][N:4]([CH:5]([CH2:8][CH3:9])[CH2:6][CH3:7])[C:10]=2[N:11]=1, predict the reactants needed to synthesize it. The reactants are: [CH2:1]([N:4]([C:10]1[C:15](Br)=[CH:14][N:13]=[C:12]([Cl:17])[N:11]=1)[CH:5]([CH2:8][CH3:9])[CH2:6][CH3:7])[CH:2]=[CH2:3].C1C=CC(P(C2C=CC=CC=2)C2C=CC=CC=2)=CC=1.C(N(CC)CC)C. (2) Given the product [C:30]([NH:34][C:35]([C@@H:37]1[CH2:46][C@H:45]2[C@H:40]([CH2:41][CH2:42][CH2:43][CH2:44]2)[CH2:39][N:38]1[CH2:5][C@H:6]([C@@H:12]1[CH2:16][O:15][C:14]([C:17]2[CH:22]=[CH:21][CH:20]=[C:19]([OH:23])[C:18]=2[CH3:27])=[N:13]1)[OH:7])=[O:36])([CH3:33])([CH3:31])[CH3:32], predict the reactants needed to synthesize it. The reactants are: C(O[CH2:5][C@@H:6]([C@@H:12]1[CH2:16][O:15][C:14]([C:17]2[CH:22]=[CH:21][CH:20]=[C:19]([O:23]C(=O)C)[C:18]=2[CH3:27])=[N:13]1)[O:7]S(C)(=O)=O)(=O)C.CO.[C:30]([NH:34][C:35]([C@@H:37]1[CH2:46][C@H:45]2[C@H:40]([CH2:41][CH2:42][CH2:43][CH2:44]2)[CH2:39][NH:38]1)=[O:36])([CH3:33])([CH3:32])[CH3:31].C(=O)([O-])[O-].[K+].[K+].